From a dataset of Forward reaction prediction with 1.9M reactions from USPTO patents (1976-2016). Predict the product of the given reaction. (1) The product is: [Br:3][C:4]1[CH:5]=[CH:6][C:7]([O:22][CH2:23][C:24]2[CH:29]=[CH:28][CH:27]=[CH:26][C:25]=2[C:30]#[N:31])=[C:8]([CH:21]=1)[C:9]([OH:11])=[O:10]. Given the reactants [OH-].[Li+].[Br:3][C:4]1[CH:5]=[CH:6][C:7]([O:22][CH2:23][C:24]2[CH:29]=[CH:28][CH:27]=[CH:26][C:25]=2[C:30]#[N:31])=[C:8]([CH:21]=1)[C:9]([O:11]CC1C=CC=CC=1C#N)=[O:10], predict the reaction product. (2) Given the reactants [CH3:1][O:2][C:3]1[CH:8]=[CH:7][C:6]([C:9]2[C:13]([CH3:14])=[C:12]([NH2:15])[S:11][N:10]=2)=[CH:5][CH:4]=1.N1[CH:21]=[CH:20][CH:19]=[CH:18][CH:17]=1.[OH2:22], predict the reaction product. The product is: [CH3:1][O:2][C:3]1[CH:4]=[CH:5][C:6]([C:9]2[C:13]([CH3:14])=[C:12]([NH:15][C:17]([C@@H:18]3[CH2:19][C@H:20]3[CH3:21])=[O:22])[S:11][N:10]=2)=[CH:7][CH:8]=1.